This data is from Full USPTO retrosynthesis dataset with 1.9M reactions from patents (1976-2016). The task is: Predict the reactants needed to synthesize the given product. Given the product [CH:33]1([CH:16]([C:17]2[S:21][C:20]([C:22]3[CH:27]=[CH:26][C:25]([C:28]([F:31])([F:30])[F:29])=[CH:24][CH:23]=3)=[N:19][C:18]=2[CH3:32])[O:15][C:12]2[CH:13]=[CH:14][C:9]([CH2:8][CH:5]([CH2:6][CH3:7])[C:4]([OH:37])=[O:3])=[C:10]([CH3:36])[CH:11]=2)[CH2:35][CH2:34]1, predict the reactants needed to synthesize it. The reactants are: C([O:3][C:4](=[O:37])[CH:5]([CH2:8][C:9]1[CH:14]=[CH:13][C:12]([O:15][CH:16]([CH:33]2[CH2:35][CH2:34]2)[C:17]2[S:21][C:20]([C:22]3[CH:27]=[CH:26][C:25]([C:28]([F:31])([F:30])[F:29])=[CH:24][CH:23]=3)=[N:19][C:18]=2[CH3:32])=[CH:11][C:10]=1[CH3:36])[CH2:6][CH3:7])C.[Li+].[OH-].